Dataset: Reaction yield outcomes from USPTO patents with 853,638 reactions. Task: Predict the reaction yield, written as a fraction of the theoretical maximum amount of product (1.0 means a 100% yield; for example, 0.34 means a 34% yield). (1) The reactants are [Cl:1][C:2]1[N:3]=[C:4]([N:14]2[CH2:19][CH2:18][O:17][CH2:16][CH2:15]2)[C:5]2[S:10][C:9]([CH:11]=O)=[C:8]([CH3:13])[C:6]=2[N:7]=1.CC(O)=O.[CH3:24][N:25]1[CH2:30][CH2:29][CH:28]([NH:31][CH3:32])[CH2:27][CH2:26]1.C(O[BH-](OC(=O)C)OC(=O)C)(=O)C.[Na+]. The catalyst is ClCCCl.C([O-])(O)=O.[Na+]. The product is [Cl:1][C:2]1[N:3]=[C:4]([N:14]2[CH2:19][CH2:18][O:17][CH2:16][CH2:15]2)[C:5]2[S:10][C:9]([CH2:11][N:31]([CH3:32])[CH:28]3[CH2:29][CH2:30][N:25]([CH3:24])[CH2:26][CH2:27]3)=[C:8]([CH3:13])[C:6]=2[N:7]=1. The yield is 0.880. (2) The reactants are [C:1]([C:5]1[C:6]([OH:19])=[C:7]([CH:12]=[C:13](C(C)(C)C)[CH:14]=1)[C:8]([O:10][CH3:11])=[O:9])([CH3:4])([CH3:3])[CH3:2].[N+:20]([O-])([OH:22])=[O:21].O. The catalyst is C(O)(=O)C. The product is [C:1]([C:5]1[C:6]([OH:19])=[C:7]([CH:12]=[C:13]([N+:20]([O-:22])=[O:21])[CH:14]=1)[C:8]([O:10][CH3:11])=[O:9])([CH3:4])([CH3:3])[CH3:2]. The yield is 0.890. (3) The reactants are [C:1]([O:5][C:6](=[O:17])[NH:7][C:8]1[N:16]=[C:11]2[CH:12]=[N:13][CH:14]=[CH:15][N:10]2[N:9]=1)([CH3:4])([CH3:3])[CH3:2]. The catalyst is [Pd].C(O)C. The product is [N:16]1[C:8]([NH:7][C:6](=[O:17])[O:5][C:1]([CH3:3])([CH3:2])[CH3:4])=[N:9][N:10]2[CH2:15][CH2:14][NH:13][CH2:12][C:11]=12. The yield is 0.680.